Dataset: Reaction yield outcomes from USPTO patents with 853,638 reactions. Task: Predict the reaction yield, written as a fraction of the theoretical maximum amount of product (1.0 means a 100% yield; for example, 0.34 means a 34% yield). The reactants are [CH3:1][C:2]1[C:3]([CH2:21][CH2:22][C:23]2[CH:28]=[CH:27][CH:26]=[CH:25][C:24]=2[C:29]2([C:32]([NH2:34])=[O:33])[CH2:31][CH2:30]2)=[N:4][C:5]([NH:8][C:9]2[CH:10]=[N:11][C:12]([CH:15]3[CH2:20][CH2:19][NH:18][CH2:17][CH2:16]3)=[CH:13][CH:14]=2)=[N:6][CH:7]=1.C=O.[C:37](O[BH-](OC(=O)C)OC(=O)C)(=O)C.[Na+].C1CCCCC1. The catalyst is CO.C(Cl)Cl. The product is [CH3:1][C:2]1[C:3]([CH2:21][CH2:22][C:23]2[CH:28]=[CH:27][CH:26]=[CH:25][C:24]=2[C:29]2([C:32]([NH2:34])=[O:33])[CH2:31][CH2:30]2)=[N:4][C:5]([NH:8][C:9]2[CH:10]=[N:11][C:12]([CH:15]3[CH2:20][CH2:19][N:18]([CH3:37])[CH2:17][CH2:16]3)=[CH:13][CH:14]=2)=[N:6][CH:7]=1. The yield is 0.410.